Predict the reactants needed to synthesize the given product. From a dataset of Full USPTO retrosynthesis dataset with 1.9M reactions from patents (1976-2016). (1) Given the product [CH3:32][O:31][C:9]1[C:10]2[C:11](=[O:30])[N:12]([CH2:21][C:22](=[O:29])[C:23]3[CH:24]=[CH:25][CH:26]=[CH:27][CH:28]=3)[C:13]3[CH:14]=[CH:15][CH:16]=[CH:17][C:18]=3[C:19]=2[S:20][C:8]=1[C:6]([N:5]([CH2:4][CH2:3][NH:2][C:44](=[O:45])[CH2:43][O:42][CH3:41])[CH3:33])=[O:7], predict the reactants needed to synthesize it. The reactants are: Cl.[NH2:2][CH2:3][CH2:4][N:5]([CH3:33])[C:6]([C:8]1[S:20][C:19]2[C:18]3[CH:17]=[CH:16][CH:15]=[CH:14][C:13]=3[N:12]([CH2:21][C:22](=[O:29])[C:23]3[CH:28]=[CH:27][CH:26]=[CH:25][CH:24]=3)[C:11](=[O:30])[C:10]=2[C:9]=1[O:31][CH3:32])=[O:7].C(N(CC)CC)C.[CH3:41][O:42][CH2:43][C:44](Cl)=[O:45]. (2) Given the product [CH3:1][C@@H:2]1[O:4][C@@H:3]1[P:5]([OH:8])([OH:7])=[O:6].[CH2:12]1[C@@H:17]([NH:18][C:19]([C@@H:21]([OH:25])[CH2:22][CH2:23][NH2:24])=[O:20])[C@H:16]([O:26][C@H:27]2[O:32][C@H:31]([CH2:33][OH:34])[C@@H:30]([OH:35])[C@H:29]([NH2:36])[C@H:28]2[OH:37])[C@@H:15]([OH:38])[C@H:14]([O:39][C@H:40]2[O:45][C@H:44]([CH2:46][NH2:47])[C@@H:43]([OH:48])[C@H:42]([OH:49])[C@H:41]2[OH:50])[C@H:13]1[NH2:51], predict the reactants needed to synthesize it. The reactants are: [CH3:1][C@@H:2]1[O:4][C@@H:3]1[P:5]([O-:8])([O-:7])=[O:6].[Na+].[Na+].Cl.[CH2:12]1[C@@H:17]([NH:18][C:19]([C@@H:21]([OH:25])[CH2:22][CH2:23][NH2:24])=[O:20])[C@H:16]([O:26][C@H:27]2[O:32][C@H:31]([CH2:33][OH:34])[C@@H:30]([OH:35])[C@H:29]([NH2:36])[C@H:28]2[OH:37])[C@@H:15]([OH:38])[C@H:14]([O:39][C@H:40]2[O:45][C@H:44]([CH2:46][NH2:47])[C@@H:43]([OH:48])[C@H:42]([OH:49])[C@H:41]2[OH:50])[C@H:13]1[NH2:51].